This data is from Catalyst prediction with 721,799 reactions and 888 catalyst types from USPTO. The task is: Predict which catalyst facilitates the given reaction. (1) Reactant: ClCCl.[CH2:4]([OH:9])[CH2:5][C@@H:6]([OH:8])[CH3:7].[C:10]([Si:14](Cl)([C:21]1[CH:26]=[CH:25][CH:24]=[CH:23][CH:22]=1)[C:15]1[CH:20]=[CH:19][CH:18]=[CH:17][CH:16]=1)([CH3:13])([CH3:12])[CH3:11].[Cl-].[NH4+]. Product: [Si:14]([O:9][CH2:4][CH2:5][C@@H:6]([OH:8])[CH3:7])([C:10]([CH3:13])([CH3:12])[CH3:11])([C:21]1[CH:22]=[CH:23][CH:24]=[CH:25][CH:26]=1)[C:15]1[CH:20]=[CH:19][CH:18]=[CH:17][CH:16]=1. The catalyst class is: 66. (2) The catalyst class is: 720. Reactant: COC1C=CC=C(OC)C=1C1C=CC=CC=1P(C1CCCCC1)C1CCCCC1.[O-]P([O-])([O-])=O.[K+].[K+].[K+].[CH3:38][C:39]1[C:44](B(O)O)=[C:43]([CH3:48])[CH:42]=[C:41]([CH3:49])[C:40]=1[C:50]1[CH:55]=[CH:54][CH:53]=[CH:52][CH:51]=1.[Br:56][C:57]1[C:62](I)=[CH:61][CH:60]=[CH:59][C:58]=1[O:64][CH:65]1[CH2:70][CH2:69][CH2:68][CH2:67][CH2:66]1. Product: [Br:56][C:57]1[C:58]([O:64][CH:65]2[CH2:70][CH2:69][CH2:68][CH2:67][CH2:66]2)=[CH:59][CH:60]=[CH:61][C:62]=1[C:44]1[C:43]([CH3:48])=[CH:42][C:41]([CH3:49])=[C:40]([C:50]2[CH:55]=[CH:54][CH:53]=[CH:52][CH:51]=2)[C:39]=1[CH3:38]. (3) Reactant: [C:1]([O:6]CC)(=O)[CH:2]([CH3:4])[OH:3].[NH2:9][CH:10]([CH3:13])[CH2:11][OH:12]. Product: [C:1]([NH:9][CH:10]([CH3:13])[CH2:11][OH:12])(=[O:6])[CH:2]([CH3:4])[OH:3]. The catalyst class is: 8. (4) Reactant: Br[C:2]1[CH:10]=[C:9]2[C:5]([C:6]([NH:19][C:20]([CH:22]3[CH2:24][CH2:23]3)=[O:21])=[N:7][N:8]2[CH2:11][O:12][CH2:13][CH2:14][Si:15]([CH3:18])([CH3:17])[CH3:16])=[CH:4][CH:3]=1.[NH2:25][C:26]1[CH:27]=[C:28]([CH:42]=[CH:43][C:44]=1[CH3:45])[C:29]([NH:31][C:32]1[CH:37]=[CH:36][CH:35]=[C:34]([C:38]([F:41])([F:40])[F:39])[CH:33]=1)=[O:30].C([O-])([O-])=O.[K+].[K+]. Product: [CH:22]1([C:20]([NH:19][C:6]2[C:5]3[C:9](=[CH:10][C:2]([NH:25][C:26]4[CH:27]=[C:28]([CH:42]=[CH:43][C:44]=4[CH3:45])[C:29]([NH:31][C:32]4[CH:37]=[CH:36][CH:35]=[C:34]([C:38]([F:39])([F:40])[F:41])[CH:33]=4)=[O:30])=[CH:3][CH:4]=3)[N:8]([CH2:11][O:12][CH2:13][CH2:14][Si:15]([CH3:18])([CH3:17])[CH3:16])[N:7]=2)=[O:21])[CH2:24][CH2:23]1. The catalyst class is: 218. (5) Reactant: FC1C=C(N(C)[C:9]2[CH:17]=[CH:16][C:12]([C:13]([OH:15])=O)=[CH:11][CH:10]=2)C=CC=1.Cl.[Br:20][C:21]1[CH:22]=[C:23]2[C:27](=[CH:28][CH:29]=1)[NH:26][CH:25]=[C:24]2[CH2:30][CH2:31][NH2:32].CN(C(ON1N=N[C:43]2[CH:44]=[CH:45][CH:46]=N[C:42]1=2)=[N+](C)C)C.[F:50][P-](F)(F)(F)(F)F.C(N([CH2:64][CH3:65])C(C)C)(C)C. Product: [Br:20][C:21]1[CH:22]=[C:23]2[C:27](=[CH:28][CH:29]=1)[NH:26][CH:25]=[C:24]2[CH2:30][CH2:31][NH:32][C:13](=[O:15])[C:12]1[CH:11]=[CH:10][C:9]([CH2:42][C:43]2[CH:65]=[CH:64][CH:46]=[C:45]([F:50])[CH:44]=2)=[CH:17][CH:16]=1. The catalyst class is: 3. (6) Reactant: [OH:1][C:2]1[CH:11]=[CH:10][C:5]([C:6]([O:8][CH3:9])=[O:7])=[CH:4][CH:3]=1.CC(C)([O-])C.[K+].[CH3:18][O:19][C:20]1[CH:27]=[CH:26][C:23]([CH2:24]Cl)=[CH:22][CH:21]=1. Product: [CH3:9][O:8][C:6](=[O:7])[C:5]1[CH:4]=[CH:3][C:2]([O:1][CH2:24][C:23]2[CH:26]=[CH:27][C:20]([O:19][CH3:18])=[CH:21][CH:22]=2)=[CH:11][CH:10]=1. The catalyst class is: 3. (7) Reactant: [CH3:1][O:2][CH:3]([O:6][CH3:7])[CH2:4]Br.[ClH:8].[CH2:9]([O:11][C:12](=[O:15])[CH2:13][NH2:14])[CH3:10].C(N(CC)C(C)C)(C)C. Product: [ClH:8].[CH3:1][O:2][CH:3]([O:6][CH3:7])[CH2:4][NH:14][CH2:13][C:12]([O:11][CH2:9][CH3:10])=[O:15]. The catalyst class is: 636. (8) Reactant: [CH3:1][N:2]([CH3:6])[CH2:3][CH2:4][SH:5].[H-].[Na+].Cl[C:10]1[CH:15]=[CH:14][CH:13]=[C:12]([C:16]#[N:17])[N:11]=1. Product: [C:16]([C:12]1[CH:13]=[CH:14][CH:15]=[C:10]([S:5][CH2:4][CH2:3][N:2]([CH3:6])[CH3:1])[N:11]=1)#[N:17]. The catalyst class is: 7. (9) Reactant: [CH3:1][O:2][C:3]1[CH:17]=[CH:16][C:6]2[CH2:7][CH2:8][C:9]3[C:10](O)=[N:11][CH:12]=[N:13][C:14]=3[C:5]=2[CH:4]=1.P(Cl)(Cl)([Cl:20])=O. Product: [Cl:20][C:10]1[C:9]2[CH2:8][CH2:7][C:6]3[CH:16]=[CH:17][C:3]([O:2][CH3:1])=[CH:4][C:5]=3[C:14]=2[N:13]=[CH:12][N:11]=1. The catalyst class is: 11.